From a dataset of Forward reaction prediction with 1.9M reactions from USPTO patents (1976-2016). Predict the product of the given reaction. (1) Given the reactants Cl.[F:2][C:3]1[CH:8]=[CH:7][C:6]([NH:9][C:10]2[CH:15]=[CH:14][N:13]=[C:12]([NH:16][C:17]3[CH:22]=[CH:21][C:20]([S:23]([Cl:26])(=[O:25])=[O:24])=[CH:19][CH:18]=3)[N:11]=2)=[CH:5][CH:4]=1.C(OC(=O)[NH:33][CH2:34][CH2:35][NH:36][CH:37]1[CH2:42][CH2:41][N:40]([CH2:43][C:44]([F:47])([F:46])[F:45])[CH2:39][CH2:38]1)(C)(C)C, predict the reaction product. The product is: [ClH:26].[NH2:33][CH2:34][CH2:35][N:36]([CH:37]1[CH2:42][CH2:41][N:40]([CH2:43][C:44]([F:47])([F:45])[F:46])[CH2:39][CH2:38]1)[S:23]([C:20]1[CH:21]=[CH:22][C:17]([NH:16][C:12]2[N:11]=[C:10]([NH:9][C:6]3[CH:7]=[CH:8][C:3]([F:2])=[CH:4][CH:5]=3)[CH:15]=[CH:14][N:13]=2)=[CH:18][CH:19]=1)(=[O:25])=[O:24]. (2) Given the reactants Br[C:2]1[CH:7]=[C:6](OC)[CH:5]=[C:4]([Br:10])[CH:3]=1.CN([CH:14]=[O:15])C.[Cl-].[NH4+].C[CH2:19][O:20]CC, predict the reaction product. The product is: [Br:10][C:4]1([CH:3]=[CH:2][CH:7]=[C:6]([CH:14]=[O:15])[CH2:5]1)[CH:19]=[O:20].